This data is from NCI-60 drug combinations with 297,098 pairs across 59 cell lines. The task is: Regression. Given two drug SMILES strings and cell line genomic features, predict the synergy score measuring deviation from expected non-interaction effect. (1) Drug 1: CC1=C2C(C(=O)C3(C(CC4C(C3C(C(C2(C)C)(CC1OC(=O)C(C(C5=CC=CC=C5)NC(=O)C6=CC=CC=C6)O)O)OC(=O)C7=CC=CC=C7)(CO4)OC(=O)C)O)C)OC(=O)C. Drug 2: CCN(CC)CCNC(=O)C1=C(NC(=C1C)C=C2C3=C(C=CC(=C3)F)NC2=O)C. Cell line: M14. Synergy scores: CSS=4.67, Synergy_ZIP=6.25, Synergy_Bliss=7.80, Synergy_Loewe=7.36, Synergy_HSA=7.43. (2) Drug 1: CC1C(C(CC(O1)OC2CC(CC3=C2C(=C4C(=C3O)C(=O)C5=C(C4=O)C(=CC=C5)OC)O)(C(=O)C)O)N)O.Cl. Drug 2: CC1C(C(CC(O1)OC2CC(OC(C2O)C)OC3=CC4=CC5=C(C(=O)C(C(C5)C(C(=O)C(C(C)O)O)OC)OC6CC(C(C(O6)C)O)OC7CC(C(C(O7)C)O)OC8CC(C(C(O8)C)O)(C)O)C(=C4C(=C3C)O)O)O)O. Cell line: HL-60(TB). Synergy scores: CSS=42.2, Synergy_ZIP=4.51, Synergy_Bliss=2.32, Synergy_Loewe=-35.4, Synergy_HSA=0.842. (3) Drug 1: CS(=O)(=O)C1=CC(=C(C=C1)C(=O)NC2=CC(=C(C=C2)Cl)C3=CC=CC=N3)Cl. Drug 2: C1C(C(OC1N2C=NC3=C(N=C(N=C32)Cl)N)CO)O. Cell line: UACC-257. Synergy scores: CSS=6.53, Synergy_ZIP=1.21, Synergy_Bliss=3.40, Synergy_Loewe=-0.715, Synergy_HSA=-0.144. (4) Drug 2: COCCOC1=C(C=C2C(=C1)C(=NC=N2)NC3=CC=CC(=C3)C#C)OCCOC.Cl. Cell line: EKVX. Synergy scores: CSS=2.99, Synergy_ZIP=-3.20, Synergy_Bliss=-0.103, Synergy_Loewe=-3.80, Synergy_HSA=-1.07. Drug 1: C1=NC2=C(N=C(N=C2N1C3C(C(C(O3)CO)O)O)F)N. (5) Drug 1: C1CCN(CC1)CCOC2=CC=C(C=C2)C(=O)C3=C(SC4=C3C=CC(=C4)O)C5=CC=C(C=C5)O. Drug 2: C1CN(CCN1C(=O)CCBr)C(=O)CCBr. Cell line: NCI/ADR-RES. Synergy scores: CSS=15.9, Synergy_ZIP=-2.31, Synergy_Bliss=-0.563, Synergy_Loewe=-1.82, Synergy_HSA=-2.28. (6) Drug 1: CN1C(=O)N2C=NC(=C2N=N1)C(=O)N. Drug 2: C1=NNC2=C1C(=O)NC=N2. Cell line: SNB-19. Synergy scores: CSS=2.33, Synergy_ZIP=-1.49, Synergy_Bliss=-1.48, Synergy_Loewe=1.03, Synergy_HSA=-0.287.